This data is from Catalyst prediction with 721,799 reactions and 888 catalyst types from USPTO. The task is: Predict which catalyst facilitates the given reaction. Reactant: C[O:2][C:3]([C@@H:5]1[C@H:9]([N:10]=[N+:11]=[N-:12])[CH2:8][CH2:7][N:6]1[C:13]([O:15][C:16]([CH3:19])([CH3:18])[CH3:17])=[O:14])=[O:4].[Li+].[OH-]. Product: [C:16]([O:15][C:13]([N:6]1[CH2:7][CH2:8][C@@H:9]([N:10]=[N+:11]=[N-:12])[C@H:5]1[C:3]([OH:4])=[O:2])=[O:14])([CH3:19])([CH3:17])[CH3:18]. The catalyst class is: 20.